Task: Predict which catalyst facilitates the given reaction.. Dataset: Catalyst prediction with 721,799 reactions and 888 catalyst types from USPTO (1) Reactant: C(O[C:5](=[O:7])[CH3:6])(=O)C.[Br:8][C:9]1[C:15]([F:16])=[CH:14][C:12]([NH2:13])=[C:11]([CH3:17])[CH:10]=1.C([O-])(=O)C.[K+].C1OCCOCCOCCOCCOCCOC1.[N:41](OC(C)(C)C)=O. The catalyst class is: 373. Product: [C:5]([N:13]1[C:12]2[C:11](=[CH:10][C:9]([Br:8])=[C:15]([F:16])[CH:14]=2)[CH:17]=[N:41]1)(=[O:7])[CH3:6]. (2) Reactant: [CH:1]([C:3]1[S:7][C:6]([C:8]([O:10][CH3:11])=[O:9])=[C:5]([C:12]2[CH:17]=[CH:16][CH:15]=[CH:14][CH:13]=2)[CH:4]=1)=O.[CH3:18][NH:19][CH2:20][C:21]1[CH:26]=[CH:25][CH:24]=[CH:23][CH:22]=1.C(O[BH-](OC(=O)C)OC(=O)C)(=O)C.[Na+]. Product: [CH2:20]([N:19]([CH2:1][C:3]1[S:7][C:6]([C:8]([O:10][CH3:11])=[O:9])=[C:5]([C:12]2[CH:17]=[CH:16][CH:15]=[CH:14][CH:13]=2)[CH:4]=1)[CH3:18])[C:21]1[CH:26]=[CH:25][CH:24]=[CH:23][CH:22]=1. The catalyst class is: 279. (3) Reactant: [N+:1]([C:4]1[CH:9]=[CH:8][CH:7]=[CH:6][C:5]=1[NH:10][C:11]1[CH:16]=[CH:15][C:14]([CH3:17])=[CH:13][CH:12]=1)([O-])=O. Product: [C:14]1([CH3:17])[CH:13]=[CH:12][C:11]([NH:10][C:5]2[C:4]([NH2:1])=[CH:9][CH:8]=[CH:7][CH:6]=2)=[CH:16][CH:15]=1. The catalyst class is: 29. (4) Reactant: [Br:1][CH2:2][CH2:3][CH2:4][CH2:5]/[CH:6]=[CH:7]\[CH:8]=[CH:9]/[CH2:10][CH2:11][CH2:12][CH2:13]Br.[N:15]1[CH:20]=[CH:19][C:18]([CH3:21])=[CH:17][CH:16]=1. Product: [Br-:1].[Br-:1].[CH2:2]([N+:15]1[CH:20]=[CH:19][C:18]([CH3:21])=[CH:17][CH:16]=1)[CH2:3][CH2:4][CH2:5]/[CH:6]=[CH:7]\[CH:8]=[CH:9]/[CH2:10][CH2:11][CH2:12][CH2:13][N+:15]1[CH:20]=[CH:19][C:18]([CH3:21])=[CH:17][CH:16]=1. The catalyst class is: 10. (5) Reactant: [C:1]1([C:7]([C:14]2[CH:19]=[CH:18][CH:17]=[CH:16][CH:15]=2)=[N:8][CH2:9][C:10]([O:12][CH3:13])=[O:11])[CH:6]=[CH:5][CH:4]=[CH:3][CH:2]=1.[CH3:20][C:21]([CH3:24])([O-])[CH3:22].[K+].BrCC(C)=C. Product: [C:1]1([C:7]([C:14]2[CH:19]=[CH:18][CH:17]=[CH:16][CH:15]=2)=[N:8][C@H:9]([C:10]([O:12][CH3:13])=[O:11])[CH2:22][C:21](=[CH2:20])[CH3:24])[CH:2]=[CH:3][CH:4]=[CH:5][CH:6]=1. The catalyst class is: 1. (6) Reactant: [F:1][C:2]([F:25])([F:24])[CH:3]([NH:6][C:7]1[N:8]=[CH:9][C:10]2[CH2:16][CH2:15][N:14](C(OC(C)(C)C)=O)[CH2:13][C:11]=2[N:12]=1)[CH2:4][OH:5].C(O)(C(F)(F)F)=O. Product: [F:25][C:2]([F:1])([F:24])[CH:3]([NH:6][C:7]1[N:8]=[CH:9][C:10]2[CH2:16][CH2:15][NH:14][CH2:13][C:11]=2[N:12]=1)[CH2:4][OH:5]. The catalyst class is: 2. (7) Reactant: F[C:2]1[CH:9]=[CH:8][C:7]([N+:10]([O-:12])=[O:11])=[CH:6][C:3]=1[C:4]#[N:5].C(O)(=O)C(O)=O.[CH2:19]([NH:21][NH2:22])[CH3:20].C([O-])([O-])=O.[K+].[K+]. Product: [CH2:19]([N:21]1[C:2]2[C:3](=[CH:6][C:7]([N+:10]([O-:12])=[O:11])=[CH:8][CH:9]=2)[C:4]([NH2:5])=[N:22]1)[CH3:20]. The catalyst class is: 3. (8) Reactant: [CH3:1][O:2][C:3]1[CH:4]=[C:5]([C:9](=[S:11])[NH2:10])[CH:6]=[CH:7][CH:8]=1.Br[CH2:13][C:14](=O)[C:15]([CH3:18])([CH3:17])[CH3:16].O. Product: [C:15]([C:14]1[N:10]=[C:9]([C:5]2[CH:6]=[CH:7][CH:8]=[C:3]([O:2][CH3:1])[CH:4]=2)[S:11][CH:13]=1)([CH3:18])([CH3:17])[CH3:16]. The catalyst class is: 8. (9) Reactant: [CH3:1][NH:2][C:3]([N:5]1[C:13]2[C:8](=[CH:9][C:10]([O:14][C:15]3[CH:20]=[CH:19][N:18]=[C:17]([NH2:21])[N:16]=3)=[CH:11][CH:12]=2)[CH:7]=[CH:6]1)=[O:4].[I:22]N1C(=O)CCC1=O. Product: [CH3:1][NH:2][C:3]([N:5]1[C:13]2[C:8](=[CH:9][C:10]([O:14][C:15]3[C:20]([I:22])=[CH:19][N:18]=[C:17]([NH2:21])[N:16]=3)=[CH:11][CH:12]=2)[CH:7]=[CH:6]1)=[O:4]. The catalyst class is: 9. (10) Reactant: [CH2:1]([O:3][C:4]([C:6]1[N:7]([CH2:18][C:19]2[CH:24]=[CH:23][CH:22]=[CH:21][CH:20]=2)[C:8]([C:13]([O:15][CH2:16][CH3:17])=[O:14])=[C:9]([OH:12])[C:10]=1[OH:11])=[O:5])[CH3:2].[CH2:25]([C:27]([CH2:32][CH3:33])([CH2:30]O)[CH2:28]O)[CH3:26]. Product: [CH2:16]([O:15][C:13]([C:8]1[N:7]([CH2:18][C:19]2[CH:24]=[CH:23][CH:22]=[CH:21][CH:20]=2)[C:6]([C:4]([O:3][CH2:1][CH3:2])=[O:5])=[C:10]2[C:9]=1[O:12][CH2:30][C:27]([CH2:32][CH3:33])([CH2:25][CH3:26])[CH2:28][O:11]2)=[O:14])[CH3:17]. The catalyst class is: 7.